This data is from Reaction yield outcomes from USPTO patents with 853,638 reactions. The task is: Predict the reaction yield, written as a fraction of the theoretical maximum amount of product (1.0 means a 100% yield; for example, 0.34 means a 34% yield). (1) The reactants are Br[C:2]1[CH:3]=[C:4]([N+:9]([O-:11])=[O:10])[C:5]([CH3:8])=[N:6][CH:7]=1.[CH2:12]([NH:15][C:16](=[O:22])[O:17][C:18]([CH3:21])([CH3:20])[CH3:19])[C:13]#[CH:14]. The catalyst is C1C=CC(P(C2C=CC=CC=2)C2C=CC=CC=2)=CC=1.C1C=CC(P(C2C=CC=CC=2)C2C=CC=CC=2)=CC=1.Cl[Pd]Cl.[Cu]I. The product is [C:18]([O:17][C:16](=[O:22])[NH:15][CH2:12][C:13]#[C:14][C:2]1[CH:7]=[N:6][C:5]([CH3:8])=[C:4]([N+:9]([O-:11])=[O:10])[CH:3]=1)([CH3:21])([CH3:20])[CH3:19]. The yield is 0.790. (2) The reactants are [F:1][C:2]([F:13])([F:12])[O:3][C:4]1[CH:11]=[CH:10][C:7]([C:8]#[N:9])=[CH:6][CH:5]=1.[NH2:14][OH:15].Cl. The catalyst is CCO. The product is [OH:15][NH:14][C:8](=[NH:9])[C:7]1[CH:10]=[CH:11][C:4]([O:3][C:2]([F:1])([F:12])[F:13])=[CH:5][CH:6]=1. The yield is 0.850. (3) The reactants are [CH2:1]([O:4][CH2:5][C:6]1[C:14]([O:15][CH3:16])=[CH:13][CH:12]=[CH:11][C:7]=1[C:8]([OH:10])=[O:9])[CH:2]=[CH2:3].[F:17][C:18]1[C:23](O)=[C:22]([F:25])[C:21]([F:26])=[C:20]([F:27])[C:19]=1[F:28].C1CCC(N=C=NC2CCCCC2)CC1.CCCCCC. The catalyst is C(OCC)(=O)C. The product is [CH2:1]([O:4][CH2:5][C:6]1[C:14]([O:15][CH3:16])=[CH:13][CH:12]=[CH:11][C:7]=1[C:8]([O:10][C:23]1[C:22]([F:25])=[C:21]([F:26])[C:20]([F:27])=[C:19]([F:28])[C:18]=1[F:17])=[O:9])[CH:2]=[CH2:3]. The yield is 1.10. (4) The reactants are C([N:8](CC1C=CC=CC=1)[C@H:9]1[CH2:14][CH2:13][N:12]([CH2:15][CH2:16][N:17]2[C:26]3[C:21](=[C:22]([F:28])[CH:23]=[C:24]([F:27])[CH:25]=3)[CH:20]=[CH:19][C:18]2=[O:29])[CH2:11][C@H:10]1[O:30][CH3:31])C1C=CC=CC=1. The catalyst is CO.C(#N)C.[OH-].[OH-].[Pd+2]. The product is [NH2:8][C@H:9]1[CH2:14][CH2:13][N:12]([CH2:15][CH2:16][N:17]2[C:26]3[C:21](=[C:22]([F:28])[CH:23]=[C:24]([F:27])[CH:25]=3)[CH:20]=[CH:19][C:18]2=[O:29])[CH2:11][C@H:10]1[O:30][CH3:31]. The yield is 0.900.